The task is: Predict the reactants needed to synthesize the given product.. This data is from Full USPTO retrosynthesis dataset with 1.9M reactions from patents (1976-2016). Given the product [Cl:31][C:27]1[CH:26]=[C:25]2[C:30](=[CH:29][CH:28]=1)[N:22]([CH2:21][C:20]1[CH:41]=[CH:42][C:17]([NH:16][CH:8]3[CH2:10][CH2:9]3)=[CH:18][C:19]=1[O:43][CH3:44])[C:23](=[O:40])[C:24]2([C:33]1[CH:38]=[CH:37][CH:36]=[CH:35][C:34]=1[Cl:39])[CH3:32], predict the reactants needed to synthesize it. The reactants are: C(O)(=O)C.C(O[C:8]1(O[Si](C)(C)C)[CH2:10][CH2:9]1)C.[NH2:16][C:17]1[CH:42]=[CH:41][C:20]([CH2:21][N:22]2[C:30]3[C:25](=[CH:26][C:27]([Cl:31])=[CH:28][CH:29]=3)[C:24]([C:33]3[CH:38]=[CH:37][CH:36]=[CH:35][C:34]=3[Cl:39])([CH3:32])[C:23]2=[O:40])=[C:19]([O:43][CH3:44])[CH:18]=1.C([BH3-])#N.[Na+].